From a dataset of Reaction yield outcomes from USPTO patents with 853,638 reactions. Predict the reaction yield, written as a fraction of the theoretical maximum amount of product (1.0 means a 100% yield; for example, 0.34 means a 34% yield). (1) The reactants are [Br:1][C:2]1[C:7]([CH:8]=[O:9])=[C:6]([OH:10])[C:5]([O:11][CH3:12])=[CH:4][CH:3]=1.[OH:13][CH2:14][C:15]([CH3:19])([CH2:17]O)[CH3:16].C(OCC)(OCC)OCC. The catalyst is CC1C=CC(S(O)(=O)=O)=CC=1. The product is [Br:1][C:2]1[C:7]([CH:8]2[O:13][CH2:14][C:15]([CH3:19])([CH3:17])[CH2:16][O:9]2)=[C:6]([OH:10])[C:5]([O:11][CH3:12])=[CH:4][CH:3]=1. The yield is 1.00. (2) The reactants are [Cl:1][C:2]1[CH:3]=[CH:4][C:5]([F:18])=[C:6]([C:8]2[N:9]=[C:10](O)[C:11]3[CH2:16][O:15][CH2:14][C:12]=3[N:13]=2)[CH:7]=1.C([O-])(O)=O.[Na+].O=P(Cl)(Cl)[Cl:26]. The catalyst is C(Cl)Cl. The product is [Cl:26][C:10]1[C:11]2[CH2:16][O:15][CH2:14][C:12]=2[N:13]=[C:8]([C:6]2[CH:7]=[C:2]([Cl:1])[CH:3]=[CH:4][C:5]=2[F:18])[N:9]=1. The yield is 0.730. (3) The reactants are [C:1]([C@@H:4]([NH:12][C:13](=[O:22])[O:14]CC1C=CN=CC=1)[CH2:5][C:6]1[CH:11]=[CH:10][CH:9]=[CH:8][CH:7]=1)([OH:3])=O.CC[N:25]([CH:29]([CH3:31])C)[CH:26]([CH3:28])C.CN(C(ON1N=N[C:42]2C=CC=C[C:41]1=2)=[N+](C)C)C.[B-](F)(F)(F)F.[CH2:54]([NH2:60])[C@H:55]1[O:59][CH2:58][CH2:57][CH2:56]1.[ClH:61].CCOCC. The catalyst is CN(C=O)C.C(#N)C. The product is [ClH:61].[N:25]1[CH:26]=[CH:28][C:41]([CH2:42][N:12]([C@@H:4]([CH2:5][C:6]2[CH:7]=[CH:8][CH:9]=[CH:10][CH:11]=2)[C:1](=[O:3])[NH:60][CH2:54][C@@H:55]2[CH2:56][CH2:57][CH2:58][O:59]2)[C:13](=[O:22])[OH:14])=[CH:31][CH:29]=1. The yield is 0.220. (4) The reactants are [NH2:1][C:2]1[CH:7]=[C:6]([C:8]2[S:9][CH:10]=[CH:11][CH:12]=2)[CH:5]=[CH:4][C:3]=1[NH:13][C:14](=[O:20])[O:15][C:16]([CH3:19])([CH3:18])[CH3:17].Cl[C:22]([O:24][CH2:25][CH3:26])=[O:23]. The yield is 0.440. The product is [S:9]1[CH:10]=[CH:11][CH:12]=[C:8]1[C:6]1[CH:5]=[CH:4][C:3]([NH:13][C:14](=[O:20])[O:15][C:16]([CH3:17])([CH3:19])[CH3:18])=[C:2]([NH:1][C:22](=[O:23])[O:24][CH2:25][CH3:26])[CH:7]=1. The catalyst is ClCCl.CN(C1C=CN=CC=1)C.O. (5) The reactants are Cl[C:2]1[CH:7]=[C:6]([Cl:8])[N:5]=[N:4][C:3]=1[C:9]([O:11][CH3:12])=[O:10].[Cl:13][C:14]1[CH:15]=[CH:16][C:17]([NH2:21])=[N:18][C:19]=1[CH3:20]. The catalyst is C(#N)C. The product is [Cl:8][C:6]1[N:5]=[N:4][C:3]([C:9]([O:11][CH3:12])=[O:10])=[C:2]([NH:21][C:17]2[CH:16]=[CH:15][C:14]([Cl:13])=[C:19]([CH3:20])[N:18]=2)[CH:7]=1. The yield is 0.200. (6) The reactants are [OH-].[Li+].C([O:6][C:7]1[CH:16]=[CH:15][C:10]([C:11]([O:13]C)=[O:12])=[CH:9][C:8]=1[CH2:17][CH:18]=[C:19]([CH3:21])[CH3:20])(=O)C.C1COCC1.CO.O.Cl. The catalyst is C1COCC1. The product is [OH:6][C:7]1[CH:16]=[CH:15][C:10]([C:11]([OH:13])=[O:12])=[CH:9][C:8]=1[CH2:17][CH:18]=[C:19]([CH3:21])[CH3:20]. The yield is 0.750. (7) The reactants are [Cl:1][C:2]1[C:3]([CH2:12][O:13][C:14]2[CH:19]=[CH:18][C:17]([F:20])=[C:16]([Cl:21])[CH:15]=2)=[CH:4][C:5]2[O:9][N:8]=[C:7]([NH2:10])[C:6]=2[CH:11]=1.[CH3:22][S:23](Cl)(=[O:25])=[O:24].C(N(CC)CC)C. The catalyst is C(Cl)Cl. The product is [Cl:1][C:2]1[C:3]([CH2:12][O:13][C:14]2[CH:19]=[CH:18][C:17]([F:20])=[C:16]([Cl:21])[CH:15]=2)=[CH:4][C:5]2[O:9][N:8]=[C:7]([NH:10][S:23]([CH3:22])(=[O:25])=[O:24])[C:6]=2[CH:11]=1. The yield is 0.590. (8) The reactants are [C:1]([C:3]([C:6]1[CH:7]=[C:8]([CH:13]=[CH:14][CH:15]=1)[C:9]([O:11]C)=[O:10])([CH3:5])[CH3:4])#[N:2].O.[OH-].[Li+].CO.O. The catalyst is O1CCCC1. The product is [C:1]([C:3]([C:6]1[CH:7]=[C:8]([CH:13]=[CH:14][CH:15]=1)[C:9]([OH:11])=[O:10])([CH3:5])[CH3:4])#[N:2]. The yield is 0.980.